Dataset: Full USPTO retrosynthesis dataset with 1.9M reactions from patents (1976-2016). Task: Predict the reactants needed to synthesize the given product. Given the product [CH2:9]([N:8]1[C:3]2=[N:1][N:2]([CH2:26][C:16]3[C:25]4[C:20](=[CH:21][CH:22]=[CH:23][CH:24]=4)[CH:19]=[CH:18][CH:17]=3)[C:28]([C:30]3[CH:31]=[C:32]([CH:36]=[CH:37][CH:38]=3)[C:33]([OH:35])=[O:34])=[C:4]2[C:5](=[O:15])[N:6]([CH3:14])[C:7]1=[O:13])[CH:10]([CH3:11])[CH3:12], predict the reactants needed to synthesize it. The reactants are: [NH:1]([C:3]1[N:8]([CH2:9][CH:10]([CH3:12])[CH3:11])[C:7](=[O:13])[N:6]([CH3:14])[C:5](=[O:15])[CH:4]=1)[NH2:2].[C:16]1([CH:26]=O)[C:25]2[C:20](=[CH:21][CH:22]=[CH:23][CH:24]=2)[CH:19]=[CH:18][CH:17]=1.[CH:28]([C:30]1[CH:31]=[C:32]([CH:36]=[CH:37][CH:38]=1)[C:33]([OH:35])=[O:34])=O.